This data is from Retrosynthesis with 50K atom-mapped reactions and 10 reaction types from USPTO. The task is: Predict the reactants needed to synthesize the given product. (1) Given the product O=C(O)c1cn(C2CC2)c2c(CF)c(-c3ccc4c(c3)CNC4)c(F)cc2c1=O, predict the reactants needed to synthesize it. The reactants are: O=C(O)c1cn(C2CC2)c2c(CF)c(-c3ccc4c(c3)CN(C(=O)OCc3ccccc3)C4)c(F)cc2c1=O. (2) Given the product COC(=O)CCC1=CCN(Cc2ccc(NC(=O)c3ccccc3)cc2)C1=O, predict the reactants needed to synthesize it. The reactants are: COC(=O)CCC1=CCN(Cc2ccc(N)cc2)C1=O.O=C(Cl)c1ccccc1.